This data is from Catalyst prediction with 721,799 reactions and 888 catalyst types from USPTO. The task is: Predict which catalyst facilitates the given reaction. (1) The catalyst class is: 4. Reactant: [CH2:1]([O:3][C:4]([C:6]1[CH:7]=[CH:8][C:9]([O:16][CH2:17][CH2:18][CH2:19][C:20]2[CH:25]=[CH:24][C:23]([O:26][CH2:27][C:28]3[CH:33]=[CH:32][C:31]([O:34][CH:35]([CH3:37])[CH3:36])=[CH:30][CH:29]=3)=[CH:22][CH:21]=2)=[C:10](CC(O)=O)[CH:11]=1)=[O:5])[CH3:2].[OH2:38].ON1C2C=[CH:46][CH:47]=[CH:48][C:43]=2N=N1.Cl.CN(C)CCCN=C=NCC.C([N:63]([CH2:66][CH3:67])[CH2:64][CH3:65])C. Product: [CH:35]([O:34][C:31]1[CH:30]=[CH:29][C:28]([CH2:27][O:26][C:23]2[CH:22]=[CH:21][C:20]([CH2:19][CH2:18][CH2:17][O:16][C:9]3[CH:10]=[CH:11][C:6]([C:4]([O:3][CH2:1][CH3:2])=[O:5])=[CH:7][C:8]=3[CH2:67][C:66]([NH:63][CH:64]3[CH2:65][CH2:43][CH2:48][CH:47]([C:4]([O:3][CH3:1])=[O:5])[CH2:46]3)=[O:38])=[CH:25][CH:24]=2)=[CH:33][CH:32]=1)([CH3:37])[CH3:36]. (2) Reactant: CC(C)([O-])C.[K+].[F:7][C:8]([F:31])([F:30])[C:9]([C:15]1[CH:20]=[CH:19][C:18](/[CH:21]=[C:22](\[F:29])/[C:23]2[CH:27]=[C:26]([CH3:28])[NH:25][N:24]=2)=[CH:17][CH:16]=1)([OH:14])[C:10]([F:13])([F:12])[F:11].Cl[CH2:33][C:34]1[CH:39]=[CH:38][N:37]=[C:36]([N:40]2[CH2:45][CH2:44][N:43]([CH:46]3[CH2:48][CH2:47]3)[CH2:42][CH2:41]2)[CH:35]=1.O. Product: [CH:46]1([N:43]2[CH2:42][CH2:41][N:40]([C:36]3[CH:35]=[C:34]([CH2:33][N:25]4[C:26]([CH3:28])=[CH:27][C:23](/[C:22](/[F:29])=[CH:21]/[C:18]5[CH:17]=[CH:16][C:15]([C:9]([OH:14])([C:10]([F:13])([F:12])[F:11])[C:8]([F:30])([F:7])[F:31])=[CH:20][CH:19]=5)=[N:24]4)[CH:39]=[CH:38][N:37]=3)[CH2:45][CH2:44]2)[CH2:48][CH2:47]1. The catalyst class is: 1. (3) Reactant: C([Li])CCC.[CH2:6]([CH2:8][S:9]([O-:12])(=O)=[O:10])[CH3:7].C(OP([Cl:19])(=O)[O-])C.[Cl:20][C:21]1[S:25]C(C=O)=[CH:23][CH:22]=1. Product: [Cl:20][C:21]1[S:25][C:7]([CH:6]=[CH:8][S:9]([Cl:19])(=[O:12])=[O:10])=[CH:23][CH:22]=1. The catalyst class is: 20. (4) The catalyst class is: 44. Product: [CH3:43][O:42][C:41]1[CH:32]=[CH:33][C:34]([C:35]([O:37][CH3:38])=[O:36])=[CH:39][C:40]=1[O:5][CH2:6][CH2:7][C@@H:8]1[CH2:13][N:12]([C:14]([O:16][CH2:17][C:18]2[CH:23]=[CH:22][CH:21]=[CH:20][CH:19]=2)=[O:15])[CH2:11][CH2:10][N:9]1[C:24]([O:26][C:27]([CH3:30])([CH3:29])[CH3:28])=[O:25]. Reactant: CS([O:5][CH2:6][CH2:7][C@@H:8]1[CH2:13][N:12]([C:14]([O:16][CH2:17][C:18]2[CH:23]=[CH:22][CH:21]=[CH:20][CH:19]=2)=[O:15])[CH2:11][CH2:10][N:9]1[C:24]([O:26][C:27]([CH3:30])([CH3:29])[CH3:28])=[O:25])(=O)=O.O[C:32]1[CH:33]=[C:34]([CH:39]=[CH:40][C:41]=1[O:42][CH3:43])[C:35]([O:37][CH3:38])=[O:36].C(=O)([O-])[O-].[Cs+].[Cs+]. (5) Reactant: C([Li])CCC.C(NC(C)C)(C)C.[CH3:13][O:14][C:15](=[O:20])[CH2:16][CH:17]1[CH2:19][CH2:18]1.[C:21]1([CH:31]=[O:32])[C:30]2[C:25](=[CH:26][CH:27]=[CH:28][CH:29]=2)[CH:24]=[CH:23][CH:22]=1.CC(OI1(OC(C)=O)(OC(C)=O)OC(=O)C2C=CC=CC1=2)=O. Product: [CH3:13][O:14][C:15](=[O:20])[CH:16]([CH:17]1[CH2:19][CH2:18]1)[C:31]([C:21]1[C:30]2[C:25](=[CH:26][CH:27]=[CH:28][CH:29]=2)[CH:24]=[CH:23][CH:22]=1)=[O:32]. The catalyst class is: 677. (6) Reactant: [N+:1]([C:4]1[CH:5]=[C:6]([CH2:14][OH:15])[CH:7]=[CH:8][C:9]=1[C:10]([F:13])([F:12])[F:11])([O-])=O. Product: [NH2:1][C:4]1[CH:5]=[C:6]([CH2:14][OH:15])[CH:7]=[CH:8][C:9]=1[C:10]([F:11])([F:12])[F:13]. The catalyst class is: 19.